This data is from Retrosynthesis with 50K atom-mapped reactions and 10 reaction types from USPTO. The task is: Predict the reactants needed to synthesize the given product. Given the product COC(=O)c1cccc(C(=O)N(C)c2nc(C)cs2)c1, predict the reactants needed to synthesize it. The reactants are: CI.COC(=O)c1cccc(C(=O)Nc2nc(C)cs2)c1.